Dataset: Experimental lipophilicity measurements (octanol/water distribution) for 4,200 compounds from AstraZeneca. Task: Regression/Classification. Given a drug SMILES string, predict its absorption, distribution, metabolism, or excretion properties. Task type varies by dataset: regression for continuous measurements (e.g., permeability, clearance, half-life) or binary classification for categorical outcomes (e.g., BBB penetration, CYP inhibition). For this dataset (lipophilicity_astrazeneca), we predict Y. The compound is O=C(NS(=O)(=O)c1ccc(Cl)cc1)N1CCC(N2CCC(Oc3ccc(Cl)c(Cl)c3)CC2)CC1. The Y is 2.59 logD.